From a dataset of Catalyst prediction with 721,799 reactions and 888 catalyst types from USPTO. Predict which catalyst facilitates the given reaction. (1) Reactant: [CH3:13][C:12]([O:11][C:9](O[C:9]([O:11][C:12]([CH3:15])([CH3:14])[CH3:13])=[O:10])=[O:10])([CH3:15])[CH3:14].[Cl:16][C:17]1[C:26]([Cl:27])=[CH:25][C:20]2[NH:21][C:22](=[O:24])[NH:23][C:19]=2[CH:18]=1. Product: [Cl:27][C:26]1[C:17]([Cl:16])=[CH:18][C:19]2[N:23]([C:9]([O:11][C:12]([CH3:13])([CH3:14])[CH3:15])=[O:10])[C:22](=[O:24])[N:21]([C:9]([O:11][C:12]([CH3:15])([CH3:14])[CH3:13])=[O:10])[C:20]=2[CH:25]=1. The catalyst class is: 251. (2) Reactant: Br[C:2]1[CH:7]=[CH:6][CH:5]=[CH:4][N:3]=1.[Li]CCCC.[CH2:13]([Sn:17](Cl)([CH2:22][CH2:23][CH2:24][CH3:25])[CH2:18][CH2:19][CH2:20][CH3:21])[CH2:14][CH2:15][CH3:16].[Cl-].[NH4+]. Product: [CH2:22]([Sn:17]([CH2:13][CH2:14][CH2:15][CH3:16])([CH2:18][CH2:19][CH2:20][CH3:21])[C:2]1[CH:7]=[CH:6][CH:5]=[CH:4][N:3]=1)[CH2:23][CH2:24][CH3:25]. The catalyst class is: 134. (3) Reactant: Br[C:2]1[CH:23]=[CH:22][C:21]([Br:24])=[CH:20][C:3]=1[C:4]([C:6](=[CH:12][NH:13][C@@H:14]([CH:17]([CH3:19])[CH3:18])[CH2:15][OH:16])[C:7]([O:9][CH2:10][CH3:11])=[O:8])=[O:5].[Cl-].[K+].C[Si](C)(C)N=C(O[Si](C)(C)C)C.Cl.N1C=CN=C1.[C:45]([Si:49](Cl)([CH3:51])[CH3:50])([CH3:48])([CH3:47])[CH3:46]. Product: [Br:24][C:21]1[CH:20]=[C:3]2[C:2](=[CH:23][CH:22]=1)[N:13]([C@@H:14]([CH:17]([CH3:19])[CH3:18])[CH2:15][O:16][Si:49]([C:45]([CH3:48])([CH3:47])[CH3:46])([CH3:51])[CH3:50])[CH:12]=[C:6]([C:7]([O:9][CH2:10][CH3:11])=[O:8])[C:4]2=[O:5]. The catalyst class is: 18. (4) Reactant: [CH:1]12[O:8][CH:5]([CH:6]=[CH:7]1)[CH2:4][CH:3]([C:9]1[NH:17][C:16]3[C:15](=[O:18])[N:14]([CH2:19][CH2:20][CH3:21])[C:13](=[O:22])[N:12]([CH2:23][CH2:24][CH3:25])[C:11]=3[N:10]=1)[CH2:2]2. Product: [CH:5]12[O:8][CH:1]([CH2:7][CH2:6]1)[CH2:2][CH:3]([C:9]1[NH:17][C:16]3[C:15](=[O:18])[N:14]([CH2:19][CH2:20][CH3:21])[C:13](=[O:22])[N:12]([CH2:23][CH2:24][CH3:25])[C:11]=3[N:10]=1)[CH2:4]2. The catalyst class is: 19. (5) Product: [Cl:1][C:2]1[CH:45]=[CH:44][C:5]([CH2:6][N:7]([CH2:26][CH2:27][CH2:28][S:29](=[O:43])(=[O:42])[NH2:30])[C:8]([C:10]2([CH3:25])[CH2:13][CH2:12][N:11]2[C:14](=[O:24])[CH2:15][C:16]2[CH:17]=[C:18]([CH3:23])[CH:19]=[C:20]([CH3:22])[CH:21]=2)=[O:9])=[CH:4][CH:3]=1. Reactant: [Cl:1][C:2]1[CH:45]=[CH:44][C:5]([CH2:6][N:7]([CH2:26][CH2:27][CH2:28][S:29](=[O:43])(=[O:42])[NH:30]CC2C=CC(OC)=CC=2OC)[C:8]([C:10]2([CH3:25])[CH2:13][CH2:12][N:11]2[C:14](=[O:24])[CH2:15][C:16]2[CH:21]=[C:20]([CH3:22])[CH:19]=[C:18]([CH3:23])[CH:17]=2)=[O:9])=[CH:4][CH:3]=1. The catalyst class is: 67. (6) Reactant: [Cl:1][C:2]1[CH:7]=[C:6]([Cl:8])[CH:5]=[CH:4][C:3]=1[C:9]1([NH:12][C:13]2[C:14]3[N:15]([CH:21]=[CH:22][CH:23]=3)[N:16]=[CH:17][C:18]=2[C:19]#[N:20])[CH2:11][CH2:10]1.[NH4+].[OH-:25].OO. Product: [Cl:1][C:2]1[CH:7]=[C:6]([Cl:8])[CH:5]=[CH:4][C:3]=1[C:9]1([NH:12][C:13]2[C:14]3[N:15]([CH:21]=[CH:22][CH:23]=3)[N:16]=[CH:17][C:18]=2[C:19]([NH2:20])=[O:25])[CH2:10][CH2:11]1. The catalyst class is: 14. (7) Product: [Br:12][CH2:8][C:6]1[N:7]=[C:2]([NH2:1])[CH:3]=[C:4]([S:10][CH3:11])[CH:5]=1. The catalyst class is: 4. Reactant: [NH2:1][C:2]1[N:7]=[C:6]([CH2:8]O)[CH:5]=[C:4]([S:10][CH3:11])[CH:3]=1.[Br:12]C(Br)(Br)Br.C1(P(C2C=CC=CC=2)C2C=CC=CC=2)C=CC=CC=1. (8) Product: [NH2:32][CH2:20][C:18]1[S:19][C:15]2[CH:14]=[CH:13][C:12]([NH:11][C:9](=[O:10])[C:8]3[CH:23]=[CH:24][C:5]([C:1]([CH3:4])([CH3:3])[CH3:2])=[CH:6][CH:7]=3)=[CH:22][C:16]=2[N:17]=1. Reactant: [C:1]([C:5]1[CH:24]=[CH:23][C:8]([C:9]([NH:11][C:12]2[CH:13]=[CH:14][C:15]3[S:19][C:18]([CH2:20]O)=[N:17][C:16]=3[CH:22]=2)=[O:10])=[CH:7][CH:6]=1)([CH3:4])([CH3:3])[CH3:2].CS(Cl)(=O)=O.CC[N:32](CC)CC.N. The catalyst class is: 2. (9) Reactant: [Cl:1][C:2]1[CH:19]=[C:18]([Cl:20])[CH:17]=[CH:16][C:3]=1[O:4][CH2:5][CH2:6][CH2:7][NH:8][C:9](=[O:15])[O:10][C:11]([CH3:14])([CH3:13])[CH3:12].[H-].[Na+].[CH2:23](Br)[C:24]#[CH:25].C1(C)C=CC=CC=1. Product: [Cl:1][C:2]1[CH:19]=[C:18]([Cl:20])[CH:17]=[CH:16][C:3]=1[O:4][CH2:5][CH2:6][CH2:7][N:8]([CH2:25][C:24]#[CH:23])[C:9](=[O:15])[O:10][C:11]([CH3:14])([CH3:13])[CH3:12]. The catalyst class is: 3.